Dataset: Catalyst prediction with 721,799 reactions and 888 catalyst types from USPTO. Task: Predict which catalyst facilitates the given reaction. (1) Reactant: [CH2:1]([O:3]C=C)[CH3:2].[Li]C(C)(C)C.[CH3:11][C:12]1([CH3:21])[CH2:17][C:16](=[O:18])[CH2:15][C:14]([CH3:20])([CH3:19])[O:13]1. Product: [OH:18][C:16]1([C:1](=[O:3])[CH3:2])[CH2:15][C:14]([CH3:20])([CH3:19])[O:13][C:12]([CH3:21])([CH3:11])[CH2:17]1. The catalyst class is: 1. (2) Reactant: [CH3:1][C:2]1[CH:12]=C[C:5]2[C:6](=[O:10])[O:7][C:8](=O)[C:4]=2[CH:3]=1.S(=O)(=O)(O)O.[C:18]([O:21][CH2:22]C)(=[O:20])[CH3:19]. Product: [CH3:12][C:2]1[CH:1]=[C:19]([C:18]([O:21][CH3:22])=[O:20])[C:5](=[CH:4][CH:3]=1)[C:6]([O:7][CH3:8])=[O:10]. The catalyst class is: 5. (3) Reactant: CCN(C(C)C)C(C)C.Cl.Cl.[NH:12]1[CH2:17][CH2:16][CH2:15][CH:14]([NH:18][C:19]([NH:21][C:22]2[N:23]=[C:24]3[CH:30]=[CH:29][N:28]([CH2:31][O:32][CH2:33][CH2:34][Si:35]([CH3:38])([CH3:37])[CH3:36])[C:25]3=[N:26][CH:27]=2)=[O:20])[CH2:13]1.[F:39][C:40]([F:46])([F:45])[CH2:41][C:42](O)=[O:43].CCN=C=NCCCN(C)C.C1C=C2N=NN(O)C2=CC=1.O. Product: [F:39][C:40]([F:46])([F:45])[CH2:41][C:42]([N:12]1[CH2:17][CH2:16][CH2:15][CH:14]([NH:18][C:19]([NH:21][C:22]2[N:23]=[C:24]3[CH:30]=[CH:29][N:28]([CH2:31][O:32][CH2:33][CH2:34][Si:35]([CH3:38])([CH3:37])[CH3:36])[C:25]3=[N:26][CH:27]=2)=[O:20])[CH2:13]1)=[O:43]. The catalyst class is: 2. (4) Reactant: [CH3:1][C:2]1[NH:6][N:5]=[C:4]([CH2:7][CH2:8][C:9]2[CH:14]=[CH:13][C:12]([N+:15]([O-:17])=[O:16])=[CH:11][CH:10]=2)[N:3]=1.[CH3:18][C:19]([O:22][C:23](O[C:23]([O:22][C:19]([CH3:21])([CH3:20])[CH3:18])=[O:24])=[O:24])([CH3:21])[CH3:20].CCN(CC)CC. Product: [C:19]([O:22][C:23]([N:6]1[C:2]([CH3:1])=[N:3][C:4]([CH2:7][CH2:8][C:9]2[CH:14]=[CH:13][C:12]([N+:15]([O-:17])=[O:16])=[CH:11][CH:10]=2)=[N:5]1)=[O:24])([CH3:21])([CH3:20])[CH3:18]. The catalyst class is: 64. (5) Reactant: [C:1]([O:5][C:6]([NH:8][C:9]1[CH:13]=[CH:12][S:11][C:10]=1[C:14]([OH:16])=O)=[O:7])([CH3:4])([CH3:3])[CH3:2].[CH3:17][C:18]([NH2:22])([C:20]#[CH:21])[CH3:19].C1C=CC2N(O)N=NC=2C=1.CCN=C=NCCCN(C)C.CCN(C(C)C)C(C)C. Product: [CH3:17][C:18]([NH:22][C:14]([C:10]1[S:11][CH:12]=[CH:13][C:9]=1[NH:8][C:6](=[O:7])[O:5][C:1]([CH3:2])([CH3:3])[CH3:4])=[O:16])([C:20]#[CH:21])[CH3:19]. The catalyst class is: 2.